From a dataset of Reaction yield outcomes from USPTO patents with 853,638 reactions. Predict the reaction yield, written as a fraction of the theoretical maximum amount of product (1.0 means a 100% yield; for example, 0.34 means a 34% yield). (1) The reactants are FC(F)(F)C(O)=O.[C:8]([S:11][CH:12]1[CH2:17][CH2:16][NH:15][CH2:14]/[C:13]/1=[CH:18]\[C:19]1[N:20]=[N:21][N:22]([CH2:24][C:25]2[CH:30]=[CH:29][C:28]([O:31][CH3:32])=[CH:27][CH:26]=2)[CH:23]=1)(=[O:10])[CH3:9].Br[CH:34]([C:40]1[CH:45]=[CH:44][CH:43]=[CH:42][C:41]=1[F:46])[C:35]([CH:37]1[CH2:39][CH2:38]1)=[O:36].C(N(CC)CC)C.[Cl-].[Na+]. The product is [C:8]([S:11][CH:12]1[CH2:17][CH2:16][N:15]([CH:34]([C:40]2[CH:45]=[CH:44][CH:43]=[CH:42][C:41]=2[F:46])[C:35]([CH:37]2[CH2:38][CH2:39]2)=[O:36])[CH2:14]/[C:13]/1=[CH:18]\[C:19]1[N:20]=[N:21][N:22]([CH2:24][C:25]2[CH:26]=[CH:27][C:28]([O:31][CH3:32])=[CH:29][CH:30]=2)[CH:23]=1)(=[O:10])[CH3:9]. The catalyst is C(#N)C. The yield is 0.750. (2) The reactants are [C:1]([O:5][C:6]([N:8]([CH3:17])[CH2:9][CH2:10][C:11](=[O:16])[C:12]([O:14][CH3:15])=[O:13])=[O:7])([CH3:4])([CH3:3])[CH3:2].[C:18]([Mg]Br)#[CH:19].C1COCC1. The catalyst is O1CCCC1. The product is [C:1]([O:5][C:6]([N:8]([CH3:17])[CH2:9][CH2:10][C:11]([OH:16])([C:18]#[CH:19])[C:12]([O:14][CH3:15])=[O:13])=[O:7])([CH3:2])([CH3:4])[CH3:3]. The yield is 0.740. (3) The reactants are [NH2:1][C:2]1[CH:7]=[CH:6][CH:5]=[CH:4][C:3]=1/[CH:8]=[CH:9]/[C:10]([O:12][CH3:13])=[O:11].[CH:14]1([CH:20]=O)[CH2:19][CH2:18][CH2:17][CH2:16][CH2:15]1.[BH3-]C#N.[Na+].C(=O)(O)[O-].[Na+]. The catalyst is O.C(O)(=O)C. The product is [CH:14]1([CH2:20][NH:1][C:2]2[CH:7]=[CH:6][CH:5]=[CH:4][C:3]=2/[CH:8]=[CH:9]/[C:10]([O:12][CH3:13])=[O:11])[CH2:19][CH2:18][CH2:17][CH2:16][CH2:15]1. The yield is 0.460.